Predict the reaction yield, written as a fraction of the theoretical maximum amount of product (1.0 means a 100% yield; for example, 0.34 means a 34% yield). From a dataset of Reaction yield outcomes from USPTO patents with 853,638 reactions. (1) The reactants are [N+:1]([C:4]1[CH:19]=[CH:18][C:7]([CH2:8][N:9]2[C:13]([C:14]([O:16][CH3:17])=[O:15])=[N:12][CH:11]=[N:10]2)=[CH:6][CH:5]=1)([O-])=O. The catalyst is [C].[Pd].C(O)C. The product is [NH2:1][C:4]1[CH:5]=[CH:6][C:7]([CH2:8][N:9]2[C:13]([C:14]([O:16][CH3:17])=[O:15])=[N:12][CH:11]=[N:10]2)=[CH:18][CH:19]=1. The yield is 0.760. (2) The reactants are [N:1]1[C:2]2[N:3]([C:15]3[CH:21]=[CH:20][CH:19]=[CH:18][C:16]=3[N:17]=2)[CH:4]=[CH:5][C:6]=1[C:7]1[CH:13]=[CH:12][C:10]([NH2:11])=[C:9]([F:14])[CH:8]=1.C=O.[BH-](OC(C)=O)(OC(C)=O)O[C:26](C)=O.[Na+]. The catalyst is ClCCCl. The product is [N:1]1[C:2]2[N:3]([C:15]3[CH:21]=[CH:20][CH:19]=[CH:18][C:16]=3[N:17]=2)[CH:4]=[CH:5][C:6]=1[C:7]1[CH:13]=[CH:12][C:10]([NH:11][CH3:26])=[C:9]([F:14])[CH:8]=1. The yield is 0.210. (3) The reactants are [Cl:1][C:2]1[C:3]([N:10]([C:19](OC(C)(C)C)=O)[NH:11][C:12](OC(C)(C)C)=O)=[C:4]([F:9])[C:5]([F:8])=[N:6][CH:7]=1.[CH3:26]OC(OC)CC(OC)OC.CCO.OS(O)(=O)=O. The catalyst is CCOC(C)=O. The product is [Cl:1][C:2]1[C:3]([N:10]2[CH:19]=[CH:26][CH:12]=[N:11]2)=[C:4]([F:9])[C:5]([F:8])=[N:6][CH:7]=1. The yield is 0.700. (4) The reactants are [C:1]([Si:5]([O:8][CH:9]([CH2:14][CH2:15][C:16]1[CH:21]=[CH:20][C:19]([C:22]([CH2:41][CH3:42])([C:25]2[CH:30]=[CH:29][C:28](B3OC(C)(C)C(C)(C)O3)=[C:27]([CH3:40])[CH:26]=2)[CH2:23][CH3:24])=[CH:18][C:17]=1[CH3:43])[C:10]([CH3:13])([CH3:12])[CH3:11])([CH3:7])[CH3:6])([CH3:4])([CH3:3])[CH3:2].[CH3:44][O:45][C:46](=[O:56])[CH:47]([C:49]1[CH:54]=[CH:53][C:52](Br)=[CH:51][CH:50]=1)[OH:48].P([O-])([O-])([O-])=O.[K+].[K+].[K+]. The catalyst is C1C=CC([P]([Pd]([P](C2C=CC=CC=2)(C2C=CC=CC=2)C2C=CC=CC=2)([P](C2C=CC=CC=2)(C2C=CC=CC=2)C2C=CC=CC=2)[P](C2C=CC=CC=2)(C2C=CC=CC=2)C2C=CC=CC=2)(C2C=CC=CC=2)C2C=CC=CC=2)=CC=1.O. The product is [CH3:44][O:45][C:46](=[O:56])[CH:47]([C:49]1[CH:54]=[CH:53][C:52]([C:28]2[CH:29]=[CH:30][C:25]([C:22]([C:19]3[CH:20]=[CH:21][C:16]([CH2:15][CH2:14][CH:9]([O:8][Si:5]([C:1]([CH3:4])([CH3:3])[CH3:2])([CH3:6])[CH3:7])[C:10]([CH3:13])([CH3:12])[CH3:11])=[C:17]([CH3:43])[CH:18]=3)([CH2:23][CH3:24])[CH2:41][CH3:42])=[CH:26][C:27]=2[CH3:40])=[CH:51][CH:50]=1)[OH:48]. The yield is 0.370. (5) The reactants are [CH2:1]([NH:8][C:9]([C:11]1[S:12][CH:13]=[CH:14][C:15]=1[NH:16][C:17]1[C:18]2[CH:25]=[CH:24][NH:23][C:19]=2[N:20]=[CH:21][N:22]=1)=[O:10])C1C=CC=CC=1.[CH3:26][C:27]1[CH:35]=[CH:34][CH:33]=[CH:32][C:28]=1[CH2:29]CN. No catalyst specified. The product is [C:27]1([CH3:26])[CH:35]=[CH:34][CH:33]=[CH:32][C:28]=1[CH2:29][CH2:1][NH:8][C:9]([C:11]1[S:12][CH:13]=[CH:14][C:15]=1[NH:16][C:17]1[C:18]2[CH:25]=[CH:24][NH:23][C:19]=2[N:20]=[CH:21][N:22]=1)=[O:10]. The yield is 0.390. (6) The reactants are [C:1]([C:3]1[C:4]([C:20]([F:23])([F:22])[F:21])=[C:5]2[C:9](=[CH:10][CH:11]=1)[N:8]([CH2:12][C:13](=[NH:16])[NH:14][OH:15])[C:7]([CH2:17][CH2:18][CH3:19])=[CH:6]2)#[N:2].[F:24][C:25]1[CH:26]=[C:27]([CH:31]=[C:32]([F:35])[C:33]=1[F:34])[C:28](Cl)=O.C(N(CC)C(C)C)(C)C. The catalyst is C(#N)C. The product is [CH2:17]([C:7]1[N:8]([CH2:12][C:13]2[N:16]=[C:28]([C:27]3[CH:26]=[C:25]([F:24])[C:33]([F:34])=[C:32]([F:35])[CH:31]=3)[O:15][N:14]=2)[C:9]2[C:5]([CH:6]=1)=[C:4]([C:20]([F:22])([F:23])[F:21])[C:3]([C:1]#[N:2])=[CH:11][CH:10]=2)[CH2:18][CH3:19]. The yield is 0.450. (7) The reactants are [C:1]([NH:8][C:9]([NH:18][C:19]([O:21][C:22]([CH3:25])([CH3:24])[CH3:23])=[O:20])=[N:10]S(C(F)(F)F)(=O)=O)([O:3][C:4]([CH3:7])([CH3:6])[CH3:5])=[O:2].C(Cl)Cl.[CH2:29]([N:32]1[CH2:37][CH2:36]N[CH2:34][CH2:33]1)[C:30]#[CH:31]. No catalyst specified. The product is [C:22]([O:21][C:19](=[O:20])[NH:18][C:9](=[N:8][C:1]([O:3][C:4]([CH3:7])([CH3:6])[CH3:5])=[O:2])[N:10]1[CH2:36][CH2:37][N:32]([CH2:29][C:30]#[CH:31])[CH2:33][CH2:34]1)([CH3:25])([CH3:24])[CH3:23]. The yield is 0.630.